This data is from Catalyst prediction with 721,799 reactions and 888 catalyst types from USPTO. The task is: Predict which catalyst facilitates the given reaction. (1) Reactant: [CH3:1][N:2]1[C:6]2[C:7]([CH3:20])=[CH:8][C:9](B3OC(C)(C)C(C)(C)O3)=[CH:10][C:5]=2[O:4][C:3]1=[O:21].[OH:22]O. Product: [OH:22][C:9]1[CH:8]=[C:7]([CH3:20])[C:6]2[N:2]([CH3:1])[C:3](=[O:21])[O:4][C:5]=2[CH:10]=1. The catalyst class is: 15. (2) The catalyst class is: 506. Reactant: [NH:1]1[CH2:6][CH2:5][CH:4]([NH:7][C:8]2[CH:13]=[CH:12][C:11]([CH3:14])=[CH:10][N:9]=2)[CH2:3][CH2:2]1.O=[CH:16][CH2:17][C:18]1([C:24]([O:26][CH3:27])=[O:25])[CH2:23][CH2:22][CH2:21][CH2:20][CH2:19]1.C(O[BH-](OC(=O)C)OC(=O)C)(=O)C.[Na+].C(=O)(O)[O-].[Na+]. Product: [CH3:14][C:11]1[CH:12]=[CH:13][C:8]([NH:7][CH:4]2[CH2:5][CH2:6][N:1]([CH2:16][CH2:17][C:18]3([C:24]([O:26][CH3:27])=[O:25])[CH2:23][CH2:22][CH2:21][CH2:20][CH2:19]3)[CH2:2][CH2:3]2)=[N:9][CH:10]=1. (3) Reactant: [NH2:1][C:2]1[C:10]([F:11])=[C:9]([O:12][CH3:13])[C:8]([O:14][CH3:15])=[CH:7][C:3]=1[C:4]([NH2:6])=[O:5].[O-:16][C:17]#[N:18].[Na+]. Product: [F:11][C:10]1[C:2]([NH:1][C:17]([NH2:18])=[O:16])=[C:3]([CH:7]=[C:8]([O:14][CH3:15])[C:9]=1[O:12][CH3:13])[C:4]([NH2:6])=[O:5]. The catalyst class is: 313. (4) Reactant: N#N.C(OC(=O)[NH:9][C:10]1[N:11]=[C:12]([CH2:15][C:16]2[O:17][C:18]([C:21](=[O:23])[CH3:22])=[CH:19][CH:20]=2)[S:13][CH:14]=1)(C)(C)C.[ClH:25]. Product: [ClH:25].[NH2:9][C:10]1[N:11]=[C:12]([CH2:15][C:16]2[O:17][C:18]([C:21](=[O:23])[CH3:22])=[CH:19][CH:20]=2)[S:13][CH:14]=1. The catalyst class is: 135. (5) Reactant: COC1C=CC(C[O:8][C:9]2[C:18]3[C:13](=[CH:14][CH:15]=[C:16]([C:19]([F:22])([F:21])[F:20])[CH:17]=3)[N:12]=[C:11]([C:23]#[N:24])[CH:10]=2)=CC=1.C(O)(C(F)(F)F)=O. Product: [OH:8][C:9]1[C:18]2[C:13](=[CH:14][CH:15]=[C:16]([C:19]([F:22])([F:20])[F:21])[CH:17]=2)[N:12]=[C:11]([C:23]#[N:24])[CH:10]=1. The catalyst class is: 2. (6) Reactant: C([O:3][C:4](=[O:25])[CH2:5][N:6]1[CH2:9][C:8]2([CH2:13][CH2:12][CH2:11][N:10]2[C:14]([O:16][CH2:17][C:18]2[CH:23]=[CH:22][CH:21]=[CH:20][CH:19]=2)=[O:15])[C:7]1=[O:24])C.O[Li].O. Product: [CH2:17]([O:16][C:14]([N:10]1[CH2:11][CH2:12][CH2:13][C:8]21[C:7](=[O:24])[N:6]([CH2:5][C:4]([OH:25])=[O:3])[CH2:9]2)=[O:15])[C:18]1[CH:19]=[CH:20][CH:21]=[CH:22][CH:23]=1. The catalyst class is: 20.